From a dataset of Forward reaction prediction with 1.9M reactions from USPTO patents (1976-2016). Predict the product of the given reaction. Given the reactants [OH:1][C@H:2]1[C@@H:6]([CH2:7][O:8][C:9]([C:22]2[CH:27]=[CH:26][CH:25]=[CH:24][CH:23]=2)([C:16]2[CH:21]=[CH:20][CH:19]=[CH:18][CH:17]=2)[C:10]2[CH:15]=[CH:14][CH:13]=[CH:12][CH:11]=2)[O:5][C@@H:4]([N:28]2[CH:33]=[C:32]([CH3:34])[C:31](=[O:35])[NH:30][C:29]2=[O:36])[CH2:3]1.[N:37]([CH2:40][CH2:41][CH2:42][S:43](Cl)(=[O:45])=[O:44])=[N+:38]=[N-:39], predict the reaction product. The product is: [N:37]([CH2:40][CH2:41][CH2:42][S:43]([O:1][C@@H:2]1[CH2:3][C@H:4]([N:28]2[CH:33]=[C:32]([CH3:34])[C:31](=[O:35])[NH:30][C:29]2=[O:36])[O:5][C@@H:6]1[CH2:7][O:8][C:9]([C:16]1[CH:21]=[CH:20][CH:19]=[CH:18][CH:17]=1)([C:22]1[CH:23]=[CH:24][CH:25]=[CH:26][CH:27]=1)[C:10]1[CH:15]=[CH:14][CH:13]=[CH:12][CH:11]=1)(=[O:45])=[O:44])=[N+:38]=[N-:39].